This data is from NCI-60 drug combinations with 297,098 pairs across 59 cell lines. The task is: Regression. Given two drug SMILES strings and cell line genomic features, predict the synergy score measuring deviation from expected non-interaction effect. (1) Drug 1: C1CCC(C1)C(CC#N)N2C=C(C=N2)C3=C4C=CNC4=NC=N3. Drug 2: C(=O)(N)NO. Cell line: SNB-75. Synergy scores: CSS=-0.738, Synergy_ZIP=1.88, Synergy_Bliss=0.0744, Synergy_Loewe=-2.65, Synergy_HSA=-3.49. (2) Synergy scores: CSS=46.3, Synergy_ZIP=-3.22, Synergy_Bliss=-3.95, Synergy_Loewe=-10.1, Synergy_HSA=-1.46. Cell line: SN12C. Drug 2: CCC1(C2=C(COC1=O)C(=O)N3CC4=CC5=C(C=CC(=C5CN(C)C)O)N=C4C3=C2)O.Cl. Drug 1: CCC1(CC2CC(C3=C(CCN(C2)C1)C4=CC=CC=C4N3)(C5=C(C=C6C(=C5)C78CCN9C7C(C=CC9)(C(C(C8N6C)(C(=O)OC)O)OC(=O)C)CC)OC)C(=O)OC)O.OS(=O)(=O)O. (3) Drug 1: CCCCCOC(=O)NC1=NC(=O)N(C=C1F)C2C(C(C(O2)C)O)O. Drug 2: N.N.Cl[Pt+2]Cl. Cell line: MDA-MB-435. Synergy scores: CSS=18.9, Synergy_ZIP=-6.15, Synergy_Bliss=-1.74, Synergy_Loewe=-7.00, Synergy_HSA=-0.817. (4) Drug 1: C1=CC(=C2C(=C1NCCNCCO)C(=O)C3=C(C=CC(=C3C2=O)O)O)NCCNCCO. Drug 2: CCCCC(=O)OCC(=O)C1(CC(C2=C(C1)C(=C3C(=C2O)C(=O)C4=C(C3=O)C=CC=C4OC)O)OC5CC(C(C(O5)C)O)NC(=O)C(F)(F)F)O. Cell line: NCI-H460. Synergy scores: CSS=40.1, Synergy_ZIP=3.05, Synergy_Bliss=0.366, Synergy_Loewe=-11.4, Synergy_HSA=0.807. (5) Drug 1: C1C(C(OC1N2C=NC3=C(N=C(N=C32)Cl)N)CO)O. Drug 2: CC1=C2C(C(=O)C3(C(CC4C(C3C(C(C2(C)C)(CC1OC(=O)C(C(C5=CC=CC=C5)NC(=O)OC(C)(C)C)O)O)OC(=O)C6=CC=CC=C6)(CO4)OC(=O)C)O)C)O. Cell line: LOX IMVI. Synergy scores: CSS=19.7, Synergy_ZIP=-3.65, Synergy_Bliss=2.27, Synergy_Loewe=0.484, Synergy_HSA=1.36. (6) Drug 1: CCCS(=O)(=O)NC1=C(C(=C(C=C1)F)C(=O)C2=CNC3=C2C=C(C=N3)C4=CC=C(C=C4)Cl)F. Drug 2: CNC(=O)C1=CC=CC=C1SC2=CC3=C(C=C2)C(=NN3)C=CC4=CC=CC=N4. Cell line: HOP-92. Synergy scores: CSS=6.94, Synergy_ZIP=5.50, Synergy_Bliss=8.01, Synergy_Loewe=7.10, Synergy_HSA=5.38. (7) Drug 1: C1=C(C(=O)NC(=O)N1)F. Drug 2: CC(C)NC(=O)C1=CC=C(C=C1)CNNC.Cl. Cell line: SK-OV-3. Synergy scores: CSS=24.1, Synergy_ZIP=7.05, Synergy_Bliss=7.38, Synergy_Loewe=1.45, Synergy_HSA=6.03.